Task: Predict which catalyst facilitates the given reaction.. Dataset: Catalyst prediction with 721,799 reactions and 888 catalyst types from USPTO (1) Reactant: C(C1ON=C([NH:10][C:11]([NH:13][C:14]2[CH:19]=[CH:18][CH:17]=[C:16]([S:20][C:21]3[C:30]4[C:25](=[CH:26][C:27]([O:33][CH2:34][CH2:35]Cl)=[C:28]([O:31][CH3:32])[CH:29]=4)[N:24]=[CH:23][N:22]=3)[CH:15]=2)=[O:12])C=1)(C)(C)C.[N:37]1([CH2:43][CH2:44][OH:45])[CH2:42][CH2:41][NH:40][CH2:39][CH2:38]1.C(N(C(C)C)CC)(C)C. Product: [OH:45][CH2:44][CH2:43][N:37]1[CH2:42][CH2:41][N:40]([CH2:35][CH2:34][O:33][C:27]2[CH:26]=[C:25]3[C:30]([C:21]([S:20][C:16]4[CH:15]=[C:14]([NH:13][C:11](=[O:12])[NH2:10])[CH:19]=[CH:18][CH:17]=4)=[N:22][CH:23]=[N:24]3)=[CH:29][C:28]=2[O:31][CH3:32])[CH2:39][CH2:38]1. The catalyst class is: 682. (2) The catalyst class is: 348. Reactant: [CH2:1]([O:8][C:9]1[CH:14]=[CH:13][CH:12]=[CH:11][C:10]=1[CH2:15][S:16]([OH:19])(=O)=[O:17])[C:2]1[CH:7]=[CH:6][CH:5]=[CH:4][CH:3]=1.C(Cl)(=O)C([Cl:23])=O. Product: [CH2:1]([O:8][C:9]1[CH:14]=[CH:13][CH:12]=[CH:11][C:10]=1[CH2:15][S:16]([Cl:23])(=[O:19])=[O:17])[C:2]1[CH:7]=[CH:6][CH:5]=[CH:4][CH:3]=1. (3) Reactant: [CH:1]([C:4]1[CH:10]=[CH:9][C:7]([NH2:8])=[C:6]([N+:11]([O-])=O)[CH:5]=1)([CH3:3])[CH3:2].[H][H]. Product: [CH:1]([C:4]1[CH:5]=[C:6]([NH2:11])[C:7]([NH2:8])=[CH:9][CH:10]=1)([CH3:3])[CH3:2]. The catalyst class is: 29. (4) Reactant: Br.C(OC([N:12]1[CH2:24][CH2:23][C:22]2[C:21]3[C:16](=[CH:17][CH:18]=[CH:19][CH:20]=3)[N:15]([S:25]([C:28]3[CH:33]=[CH:32][CH:31]=[CH:30][CH:29]=3)(=[O:27])=[O:26])[C:14]=2[CH2:13]1)=O)C1C=CC=CC=1.C(OCC)C. Product: [C:28]1([S:25]([N:15]2[C:14]3[CH2:13][NH:12][CH2:24][CH2:23][C:22]=3[C:21]3[C:16]2=[CH:17][CH:18]=[CH:19][CH:20]=3)(=[O:27])=[O:26])[CH:29]=[CH:30][CH:31]=[CH:32][CH:33]=1. The catalyst class is: 15. (5) Reactant: [F:1][CH:2]([C:8]1[CH:9]=[N:10][N:11]([CH3:15])[C:12](=[O:14])[CH:13]=1)[C:3]([O:5][CH2:6][CH3:7])=[O:4].[B-](F)(F)(F)[F:17].[B-](F)(F)(F)F.C1[N+]2(CCl)CC[N+](F)(CC2)C1. Product: [F:1][C:2]([F:17])([C:8]1[CH:9]=[N:10][N:11]([CH3:15])[C:12](=[O:14])[CH:13]=1)[C:3]([O:5][CH2:6][CH3:7])=[O:4]. The catalyst class is: 213. (6) Reactant: Cl[CH:2]([CH:13]1[CH2:18][CH2:17][CH2:16][CH2:15][CH2:14]1)[C:3]1[S:4][C:5]2[CH:12]=[CH:11][CH:10]=[CH:9][C:6]=2[C:7]=1[CH3:8].[NH2:19][C:20]1[CH:21]=[CH:22][C:23]([C:26]([O:28][CH3:29])=[O:27])=[N:24][CH:25]=1.[I-].[Na+].C(=O)([O-])[O-].[Na+].[Na+].[Cl-].[NH4+]. Product: [CH:13]1([CH:2]([NH:19][C:20]2[CH:21]=[CH:22][C:23]([C:26]([O:28][CH3:29])=[O:27])=[N:24][CH:25]=2)[C:3]2[S:4][C:5]3[CH:12]=[CH:11][CH:10]=[CH:9][C:6]=3[C:7]=2[CH3:8])[CH2:18][CH2:17][CH2:16][CH2:15][CH2:14]1. The catalyst class is: 9.